Dataset: Reaction yield outcomes from USPTO patents with 853,638 reactions. Task: Predict the reaction yield, written as a fraction of the theoretical maximum amount of product (1.0 means a 100% yield; for example, 0.34 means a 34% yield). (1) The reactants are [F:1][C:2]1[CH:7]=[C:6]([S:8]([CH3:11])(=[O:10])=[O:9])[C:5]([F:12])=[CH:4][C:3]=1[NH:13][C@H:14]1[CH2:19][CH2:18][CH2:17][N:16]([CH:20]2[CH2:25][CH2:24][N:23]([C:26]#[N:27])[CH2:22][CH2:21]2)[C:15]1=[O:28].[NH2:29][OH:30]. The catalyst is CCO. The product is [F:1][C:2]1[CH:7]=[C:6]([S:8]([CH3:11])(=[O:10])=[O:9])[C:5]([F:12])=[CH:4][C:3]=1[NH:13][C@H:14]1[CH2:19][CH2:18][CH2:17][N:16]([CH:20]2[CH2:25][CH2:24][N:23]([C:26](=[NH:27])[NH:29][OH:30])[CH2:22][CH2:21]2)[C:15]1=[O:28]. The yield is 1.00. (2) The yield is 0.490. The reactants are Cl[C:2]1[CH:7]=[C:6]([C:8]([NH:10][C:11]2[CH:12]=[C:13]([CH:29]=[CH:30][CH:31]=2)[CH2:14][NH:15][C:16]2[C:25]3[C:20](=[C:21]([C:26]([NH2:28])=[O:27])[CH:22]=[CH:23][CH:24]=3)[N:19]=[CH:18][N:17]=2)=[O:9])[CH:5]=[CH:4][N:3]=1.CC(O)(C)C.CS(C)=O.[NH:41]1[CH2:45][CH2:44][CH2:43][CH2:42]1. The catalyst is O. The product is [N:41]1([C:2]2[CH:7]=[C:6]([C:8]([NH:10][C:11]3[CH:12]=[C:13]([CH:29]=[CH:30][CH:31]=3)[CH2:14][NH:15][C:16]3[C:25]4[C:20](=[C:21]([C:26]([NH2:28])=[O:27])[CH:22]=[CH:23][CH:24]=4)[N:19]=[CH:18][N:17]=3)=[O:9])[CH:5]=[CH:4][N:3]=2)[CH2:45][CH2:44][CH2:43][CH2:42]1. (3) The reactants are [CH2:1]([CH:3]([N:6]1[CH2:11][CH2:10][NH:9][CH2:8][CH2:7]1)[CH2:4][CH3:5])[CH3:2].[Cl:12][C:13]([O:15][C:16]1[CH:21]=[CH:20][CH:19]=[CH:18][C:17]=1[N+:22]([O-:24])=[O:23])=[O:14]. The catalyst is C(Cl)Cl. The product is [ClH:12].[N+:22]([C:17]1[CH:18]=[CH:19][CH:20]=[CH:21][C:16]=1[O:15][C:13]([N:9]1[CH2:10][CH2:11][N:6]([CH:3]([CH2:4][CH3:5])[CH2:1][CH3:2])[CH2:7][CH2:8]1)=[O:14])([O-:24])=[O:23]. The yield is 0.860.